From a dataset of Retrosynthesis with 50K atom-mapped reactions and 10 reaction types from USPTO. Predict the reactants needed to synthesize the given product. (1) Given the product CCCc1cc(C#N)ccc1O, predict the reactants needed to synthesize it. The reactants are: C=CCc1cc(C#N)ccc1O. (2) Given the product C#Cc1cc(F)cnc1N, predict the reactants needed to synthesize it. The reactants are: C[Si](C)(C)C#Cc1cc(F)cnc1N. (3) Given the product CCCCN(CCCC)c1ccc(C)cc1, predict the reactants needed to synthesize it. The reactants are: CCCCNCCCC.Cc1ccc(Cl)cc1. (4) Given the product Nc1ncc(C(=O)NCCO)c2scc(COc3cccc(CNc4ccccc4)c3)c12, predict the reactants needed to synthesize it. The reactants are: CCOC(=O)c1cnc(N)c2c(COc3cccc(CNc4ccccc4)c3)csc12.NCCO. (5) Given the product CC(C)(C)OC(=O)N1C[C@@H](CCc2c(F)cncc2NC(=O)[C@@H](N=[N+]=[N-])[C@@H](c2ccc(F)cc2)c2cc(F)cc(F)c2)OC[C@@H]1COC(=O)NCC(F)(F)F, predict the reactants needed to synthesize it. The reactants are: CC(C)(C)OC(=O)N1C[C@@H](CCc2c(N)cncc2F)OC[C@@H]1COC(=O)NCC(F)(F)F.[N-]=[N+]=N[C@H](C(=O)O)[C@@H](c1ccc(F)cc1)c1cc(F)cc(F)c1.